From a dataset of Catalyst prediction with 721,799 reactions and 888 catalyst types from USPTO. Predict which catalyst facilitates the given reaction. Reactant: Br[C:2]1[S:10][C:9]2[C:8](=[O:11])[N:7]=[CH:6][N:5]([CH2:12][C:13]3[CH:18]=[CH:17][C:16]([Cl:19])=[CH:15][CH:14]=3)[C:4]=2[CH:3]=1.[NH2:20][C:21]1[CH:26]=[CH:25][C:24](B2OC(C)(C)C(C)(C)O2)=[CH:23][C:22]=1[Cl:36].C([O-])([O-])=O.[Na+].[Na+]. Product: [NH2:20][C:21]1[CH:26]=[CH:25][C:24]([C:2]2[S:10][C:9]3[C:8](=[O:11])[N:7]=[CH:6][N:5]([CH2:12][C:13]4[CH:18]=[CH:17][C:16]([Cl:19])=[CH:15][CH:14]=4)[C:4]=3[CH:3]=2)=[CH:23][C:22]=1[Cl:36]. The catalyst class is: 128.